This data is from HIV replication inhibition screening data with 41,000+ compounds from the AIDS Antiviral Screen. The task is: Binary Classification. Given a drug SMILES string, predict its activity (active/inactive) in a high-throughput screening assay against a specified biological target. The molecule is N#CNC1=NCOCN1. The result is 0 (inactive).